From a dataset of Forward reaction prediction with 1.9M reactions from USPTO patents (1976-2016). Predict the product of the given reaction. (1) Given the reactants [N:1]1[C:9]([NH2:10])=[C:8]2[C:4]([N:5]=[CH:6][NH:7]2)=[N:3][CH:2]=1.[Na].[C:12]([O:16][CH2:17][CH3:18])(=[O:15])[CH:13]=[CH2:14], predict the reaction product. The product is: [NH2:10][C:9]1[N:1]=[CH:2][N:3]=[C:4]2[C:8]=1[N:7]=[CH:6][N:5]2[CH2:14][CH2:13][C:12]([O:16][CH2:17][CH3:18])=[O:15]. (2) Given the reactants [F:1][C:2]([F:13])([F:12])[CH2:3]OS(C(F)(F)F)(=O)=O.CN(C)C=O.[Cl:19][C:20]1[N:28]=[C:27]2[C:23]([N:24]=[CH:25][NH:26]2)=[C:22]([N:29]2[CH2:34][CH2:33][O:32][CH2:31][C@@H:30]2[CH3:35])[N:21]=1.C(=O)([O-])[O-].[K+].[K+], predict the reaction product. The product is: [Cl:19][C:20]1[N:28]=[C:27]2[C:23]([N:24]=[CH:25][N:26]2[CH2:3][C:2]([F:13])([F:12])[F:1])=[C:22]([N:29]2[CH2:34][CH2:33][O:32][CH2:31][C@@H:30]2[CH3:35])[N:21]=1. (3) Given the reactants [C:1]([O:5][C:6](=[O:33])[NH:7][CH2:8][CH2:9][CH2:10][NH:11][CH:12]([C:16]1[C:25]([CH2:26][C:27]2[CH:32]=[CH:31][CH:30]=[CH:29][CH:28]=2)=[N:24][C:23]2[C:18](=[CH:19][CH:20]=[CH:21][CH:22]=2)[N:17]=1)[CH:13]1[CH2:15][CH2:14]1)([CH3:4])([CH3:3])[CH3:2].CCN(CC)CC.[C:41]1([CH3:50])[CH:46]=[CH:45][C:44]([C:47](Cl)=[O:48])=[CH:43][CH:42]=1, predict the reaction product. The product is: [C:1]([O:5][C:6](=[O:33])[NH:7][CH2:8][CH2:9][CH2:10][N:11]([CH:12]([C:16]1[C:25]([CH2:26][C:27]2[CH:32]=[CH:31][CH:30]=[CH:29][CH:28]=2)=[N:24][C:23]2[C:18](=[CH:19][CH:20]=[CH:21][CH:22]=2)[N:17]=1)[CH:13]1[CH2:15][CH2:14]1)[C:47](=[O:48])[C:44]1[CH:45]=[CH:46][C:41]([CH3:50])=[CH:42][CH:43]=1)([CH3:4])([CH3:2])[CH3:3]. (4) Given the reactants [C:1]1([S:7]([N:10]2[C:14]3=[N:15][CH:16]=[C:17]([CH2:19][CH:20]4[CH2:24][O:23][C:22]([CH3:26])([CH3:25])[O:21]4)[CH:18]=[C:13]3[CH:12]=[CH:11]2)(=[O:9])=[O:8])[CH:6]=[CH:5][CH:4]=[CH:3][CH:2]=1.C([N-][CH:31]([CH3:33])[CH3:32])(C)C.[Li+].C([Li])C[CH2:37][CH3:38].CCCCCC.C(NC(C)C)(C)C.[CH:53]1([CH:58]=[O:59])CCCC1, predict the reaction product. The product is: [C:1]1([S:7]([N:10]2[C:14]3=[N:15][CH:16]=[C:17]([CH2:19][CH:20]4[CH2:24][O:23][C:22]([CH3:26])([CH3:25])[O:21]4)[CH:18]=[C:13]3[CH:12]=[C:11]2[CH:58]([OH:59])[CH2:53][CH:32]2[CH2:31][CH2:33][CH2:38][CH2:37]2)(=[O:9])=[O:8])[CH:2]=[CH:3][CH:4]=[CH:5][CH:6]=1. (5) Given the reactants [NH2:1][C:2]1[CH:10]=[C:9]([O:11][CH3:12])[CH:8]=[C:7]([O:13][CH3:14])[C:3]=1[C:4]([NH2:6])=[O:5].[OH:15][CH2:16][CH2:17][O:18][C:19]1[CH:20]=[C:21]([CH:24]=[C:25]([O:27][CH3:28])[CH:26]=1)[CH:22]=O.OS([O-])=O.[Na+].CC1C=CC(S(O)(=O)=O)=CC=1, predict the reaction product. The product is: [OH:15][CH2:16][CH2:17][O:18][C:19]1[CH:20]=[C:21]([C:22]2[NH:6][C:4](=[O:5])[C:3]3[C:2](=[CH:10][C:9]([O:11][CH3:12])=[CH:8][C:7]=3[O:13][CH3:14])[N:1]=2)[CH:24]=[C:25]([O:27][CH3:28])[CH:26]=1. (6) Given the reactants [F:1][C:2]([F:27])([F:26])[C:3]1[CH:4]=[C:5]([NH:9][C:10](=[O:25])[CH2:11][C:12]([NH:14][C:15]2[CH:20]=[CH:19][CH:18]=[C:17]([C:21]([F:24])([F:23])[F:22])[CH:16]=2)=[O:13])[CH:6]=[CH:7][CH:8]=1.[CH3:28][O:29][C:30]1[CH:31]=[C:32]([CH:35]=[C:36]([O:38][CH3:39])[CH:37]=1)[CH:33]=O, predict the reaction product. The product is: [F:1][C:2]([F:26])([F:27])[C:3]1[CH:4]=[C:5]([NH:9][C:10](=[O:25])[C:11](=[CH:33][C:32]2[CH:35]=[C:36]([O:38][CH3:39])[CH:37]=[C:30]([O:29][CH3:28])[CH:31]=2)[C:12]([NH:14][C:15]2[CH:20]=[CH:19][CH:18]=[C:17]([C:21]([F:24])([F:23])[F:22])[CH:16]=2)=[O:13])[CH:6]=[CH:7][CH:8]=1. (7) Given the reactants O.[OH-].[Li+].C[O:5][C:6](=[O:37])[CH2:7][C:8]1[C:17]([CH3:18])=[C:16]([C:19]2[CH:24]=[CH:23][C:22]([S:25]([C:28]3[CH:33]=[C:32]([Cl:34])[CH:31]=[C:30]([Cl:35])[CH:29]=3)(=[O:27])=[O:26])=[CH:21][CH:20]=2)[C:15]2[C:10](=[CH:11][CH:12]=[C:13]([F:36])[CH:14]=2)[CH:9]=1, predict the reaction product. The product is: [Cl:34][C:32]1[CH:33]=[C:28]([S:25]([C:22]2[CH:21]=[CH:20][C:19]([C:16]3[C:15]4[C:10](=[CH:11][CH:12]=[C:13]([F:36])[CH:14]=4)[CH:9]=[C:8]([CH2:7][C:6]([OH:37])=[O:5])[C:17]=3[CH3:18])=[CH:24][CH:23]=2)(=[O:27])=[O:26])[CH:29]=[C:30]([Cl:35])[CH:31]=1. (8) The product is: [CH2:24]([O:31][C:32]1[CH:47]=[CH:46][C:45]([B:10]2[O:11][C:12]([CH3:17])([CH3:18])[C:13]([CH3:15])([CH3:16])[O:14]2)=[CH:44][C:33]=1[C:34]([O:36][CH2:37][C:38]1[CH:39]=[CH:40][CH:41]=[CH:42][CH:43]=1)=[O:35])[C:25]1[CH:26]=[CH:27][CH:28]=[CH:29][CH:30]=1. Given the reactants [B:10]1([B:10]2[O:14][C:13]([CH3:16])([CH3:15])[C:12]([CH3:18])([CH3:17])[O:11]2)[O:14][C:13]([CH3:16])([CH3:15])[C:12]([CH3:18])([CH3:17])[O:11]1.C([O-])(=O)C.[K+].[CH2:24]([O:31][C:32]1[CH:47]=[CH:46][C:45](Br)=[CH:44][C:33]=1[C:34]([O:36][CH2:37][C:38]1[CH:43]=[CH:42][CH:41]=[CH:40][CH:39]=1)=[O:35])[C:25]1[CH:30]=[CH:29][CH:28]=[CH:27][CH:26]=1, predict the reaction product. (9) Given the reactants [F:1][C:2]1[CH:7]=[CH:6][C:5]([C:8]2([CH:12]3[C:21]4[C:16](=[CH:17][CH:18]=[C:19]([O:22][CH2:23][CH2:24][NH:25][S:26]([CH2:29][CH2:30][CH3:31])(=[O:28])=[O:27])[CH:20]=4)[CH2:15][CH2:14][NH:13]3)[CH2:11][CH2:10][CH2:9]2)=[CH:4][CH:3]=1.[N:32](OC(C)(C)C)=[O:33], predict the reaction product. The product is: [F:1][C:2]1[CH:7]=[CH:6][C:5]([C:8]2([CH:12]3[C:21]4[C:16](=[CH:17][CH:18]=[C:19]([O:22][CH2:23][CH2:24][NH:25][S:26]([CH2:29][CH2:30][CH3:31])(=[O:27])=[O:28])[CH:20]=4)[CH2:15][CH2:14][N:13]3[N:32]=[O:33])[CH2:9][CH2:10][CH2:11]2)=[CH:4][CH:3]=1. (10) Given the reactants F[C:2]1[CH:16]=[CH:15][C:5]([CH2:6][CH:7]([C:12]([CH3:14])=[O:13])[C:8]([O:10][CH3:11])=[O:9])=[CH:4][CH:3]=1.[F:17]C1C=C(C=CC=1)CBr, predict the reaction product. The product is: [F:17][C:3]1[CH:4]=[C:5]([CH:15]=[CH:16][CH:2]=1)[CH2:6][CH:7]([C:12]([CH3:14])=[O:13])[C:8]([O:10][CH3:11])=[O:9].